Dataset: NCI-60 drug combinations with 297,098 pairs across 59 cell lines. Task: Regression. Given two drug SMILES strings and cell line genomic features, predict the synergy score measuring deviation from expected non-interaction effect. (1) Drug 1: CC1CCC2CC(C(=CC=CC=CC(CC(C(=O)C(C(C(=CC(C(=O)CC(OC(=O)C3CCCCN3C(=O)C(=O)C1(O2)O)C(C)CC4CCC(C(C4)OC)OCCO)C)C)O)OC)C)C)C)OC. Drug 2: COC1=C2C(=CC3=C1OC=C3)C=CC(=O)O2. Cell line: SNB-19. Synergy scores: CSS=3.97, Synergy_ZIP=-0.746, Synergy_Bliss=5.92, Synergy_Loewe=-8.44, Synergy_HSA=4.41. (2) Drug 1: CCC(=C(C1=CC=CC=C1)C2=CC=C(C=C2)OCCN(C)C)C3=CC=CC=C3.C(C(=O)O)C(CC(=O)O)(C(=O)O)O. Drug 2: CS(=O)(=O)OCCCCOS(=O)(=O)C. Cell line: NCI-H322M. Synergy scores: CSS=0.176, Synergy_ZIP=-0.374, Synergy_Bliss=-3.93, Synergy_Loewe=-0.258, Synergy_HSA=-5.15. (3) Drug 1: C1=CN(C(=O)N=C1N)C2C(C(C(O2)CO)O)O.Cl. Drug 2: N.N.Cl[Pt+2]Cl. Cell line: UACC62. Synergy scores: CSS=55.7, Synergy_ZIP=-4.73, Synergy_Bliss=-1.51, Synergy_Loewe=0.890, Synergy_HSA=2.96. (4) Drug 1: COC1=CC(=CC(=C1O)OC)C2C3C(COC3=O)C(C4=CC5=C(C=C24)OCO5)OC6C(C(C7C(O6)COC(O7)C8=CC=CS8)O)O. Cell line: BT-549. Synergy scores: CSS=47.3, Synergy_ZIP=10.5, Synergy_Bliss=8.82, Synergy_Loewe=-10.1, Synergy_HSA=8.25. Drug 2: COCCOC1=C(C=C2C(=C1)C(=NC=N2)NC3=CC=CC(=C3)C#C)OCCOC.Cl. (5) Drug 2: C1C(C(OC1N2C=NC3=C2NC=NCC3O)CO)O. Synergy scores: CSS=1.92, Synergy_ZIP=-1.75, Synergy_Bliss=-1.62, Synergy_Loewe=-2.33, Synergy_HSA=-1.22. Drug 1: CN(CCCl)CCCl.Cl. Cell line: MDA-MB-435.